This data is from Full USPTO retrosynthesis dataset with 1.9M reactions from patents (1976-2016). The task is: Predict the reactants needed to synthesize the given product. (1) The reactants are: [N+](C1C=CC=C[C:5]=1[C:6](Cl)=[O:7])([O-])=O.[C:13]([NH:17][C:18](=[O:28])[C:19]1[CH:24]=[CH:23][CH:22]=[CH:21][C:20]=1[N+:25]([O-])=O)([CH3:16])([CH3:15])[CH3:14]. Given the product [C:13]([NH:17][C:18](=[O:28])[C:19]1[CH:24]=[CH:23][CH:22]=[CH:21][C:20]=1[NH:25][C:6](=[O:7])[CH3:5])([CH3:16])([CH3:15])[CH3:14], predict the reactants needed to synthesize it. (2) Given the product [CH3:1][O:2][C:3]1[N:8]=[C:7]([CH2:9][CH2:10][C:11]2[CH:16]=[CH:15][CH:14]=[CH:13][CH:12]=2)[CH:6]=[CH:5][N:4]=1, predict the reactants needed to synthesize it. The reactants are: [CH3:1][O:2][C:3]1[N:8]=[C:7](/[CH:9]=[CH:10]/[C:11]2[CH:16]=[CH:15][CH:14]=[CH:13][CH:12]=2)[CH:6]=[CH:5][N:4]=1. (3) Given the product [CH3:18][N:19]([CH3:23])[CH2:20][CH2:21][O:15][C:12]1[CH:13]=[CH:14][C:9]([B:4]2[O:3][C:2]([CH3:16])([CH3:1])[C:6]([CH3:7])([CH3:8])[O:5]2)=[CH:10][CH:11]=1, predict the reactants needed to synthesize it. The reactants are: [CH3:1][C:2]1([CH3:16])[C:6]([CH3:8])([CH3:7])[O:5][B:4]([C:9]2[CH:14]=[CH:13][C:12]([OH:15])=[CH:11][CH:10]=2)[O:3]1.Cl.[CH3:18][N:19]([CH3:23])[CH2:20][CH2:21]Cl.C(=O)([O-])[O-].[Cs+].[Cs+].O1CCCC1. (4) Given the product [N:37]1([C:35]([C:30]2[CH:31]=[CH:32][C:33]([O:7][C:8]3[CH:9]=[C:10]([CH:20]=[C:21]([O:23][CH:24]([CH3:26])[CH3:25])[CH:22]=3)[C:11]([NH:13][C:14]3[CH:18]=[CH:17][N:16]([CH3:19])[N:15]=3)=[O:12])=[C:28]([Cl:27])[CH:29]=2)=[O:36])[CH2:40][CH2:39][CH2:38]1, predict the reactants needed to synthesize it. The reactants are: C(=O)([O-])[O-].[K+].[K+].[OH:7][C:8]1[CH:9]=[C:10]([CH:20]=[C:21]([O:23][CH:24]([CH3:26])[CH3:25])[CH:22]=1)[C:11]([NH:13][C:14]1[CH:18]=[CH:17][N:16]([CH3:19])[N:15]=1)=[O:12].[Cl:27][C:28]1[CH:29]=[C:30]([C:35]([N:37]2[CH2:40][CH2:39][CH2:38]2)=[O:36])[CH:31]=[CH:32][C:33]=1F. (5) Given the product [CH2:12]([NH:11][S:8]([C:5]1[CH:6]=[CH:7][C:2]([N:16]2[CH2:21][CH2:20][NH:19][CH2:18][CH2:17]2)=[CH:3][CH:4]=1)(=[O:10])=[O:9])[CH:13]([CH3:15])[CH3:14], predict the reactants needed to synthesize it. The reactants are: F[C:2]1[CH:7]=[CH:6][C:5]([S:8]([NH:11][CH2:12][CH:13]([CH3:15])[CH3:14])(=[O:10])=[O:9])=[CH:4][CH:3]=1.[NH:16]1[CH2:21][CH2:20][NH:19][CH2:18][CH2:17]1. (6) Given the product [Br:1][C:2]1[C:11]2[C:6](=[CH:7][CH:8]=[CH:9][CH:10]=2)[C:5]([CH:12]=[O:15])=[CH:4][CH:3]=1, predict the reactants needed to synthesize it. The reactants are: [Br:1][C:2]1[C:11]2[C:6](=[CH:7][CH:8]=[CH:9][CH:10]=2)[C:5]([CH:12](Br)Br)=[CH:4][CH:3]=1.[O:15]1CCCC1. (7) Given the product [F:35][C:31]1[CH:30]=[CH:29][CH:28]=[C:27]2[C:32]=1[CH2:33][CH2:34][N:25]([C:23]1[C:22]([NH2:36])=[N:21][CH:20]=[C:19]([C:17]3[CH:16]=[N:15][N:14]([CH:11]4[CH2:10][CH2:9][NH:8][CH2:13][CH2:12]4)[CH:18]=3)[CH:24]=1)[CH2:26]2, predict the reactants needed to synthesize it. The reactants are: C(OC([N:8]1[CH2:13][CH2:12][CH:11]([N:14]2[CH:18]=[C:17]([C:19]3[CH:20]=[N:21][C:22]([NH2:36])=[C:23]([N:25]4[CH2:34][CH2:33][C:32]5[C:27](=[CH:28][CH:29]=[CH:30][C:31]=5[F:35])[CH2:26]4)[CH:24]=3)[CH:16]=[N:15]2)[CH2:10][CH2:9]1)=O)(C)(C)C.Cl.